The task is: Predict which catalyst facilitates the given reaction.. This data is from Catalyst prediction with 721,799 reactions and 888 catalyst types from USPTO. (1) Reactant: [NH:1]1[C:9]2[C:4](=[CH:5][CH:6]=[CH:7][CH:8]=2)[CH:3]=[C:2]1[CH2:10][OH:11]. Product: [NH:1]1[C:9]2[C:4](=[CH:5][CH:6]=[CH:7][CH:8]=2)[CH:3]=[C:2]1[CH:10]=[O:11]. The catalyst class is: 742. (2) Reactant: [CH:1]1([CH2:7][CH2:8][CH2:9][C@@H:10]([C:15]2[O:19][N:18]=[C:17]([CH2:20][S:21]([CH2:24][CH2:25][CH3:26])(=[O:23])=[O:22])[N:16]=2)[CH2:11][C:12](O)=[O:13])[CH2:6][CH2:5][CH2:4][CH2:3][CH2:2]1.N1C(C)=CC=CC=1C.ClC(OCC(C)C)=O.C[Si](C)(C)[O:45][NH2:46]. Product: [CH:1]1([CH2:7][CH2:8][CH2:9][C@@H:10]([C:15]2[O:19][N:18]=[C:17]([CH2:20][S:21]([CH2:24][CH2:25][CH3:26])(=[O:23])=[O:22])[N:16]=2)[CH2:11][C:12]([NH:46][OH:45])=[O:13])[CH2:6][CH2:5][CH2:4][CH2:3][CH2:2]1. The catalyst class is: 98. (3) Reactant: [F:1][C:2]1[CH:7]=[C:6]([C:8]([F:11])([F:10])[F:9])[CH:5]=[CH:4][C:3]=1[C:12]1[C:21]2[CH2:20][CH2:19][CH2:18][CH:17]([CH2:22][C:23](OCC)=[O:24])[C:16]=2[CH:15]=[N:14][CH:13]=1.[CH3:28][NH2:29].C[Al](C)C. Product: [F:1][C:2]1[CH:7]=[C:6]([C:8]([F:10])([F:11])[F:9])[CH:5]=[CH:4][C:3]=1[C:12]1[C:21]2[CH2:20][CH2:19][CH2:18][CH:17]([CH2:22][C:23]([NH:29][CH3:28])=[O:24])[C:16]=2[CH:15]=[N:14][CH:13]=1. The catalyst class is: 1. (4) Reactant: [C:1]([N:8]1[CH2:13][CH2:12][C:11](=O)[CH2:10][CH2:9]1)([O:3][C:4]([CH3:7])([CH3:6])[CH3:5])=[O:2].[CH3:15][O:16][CH2:17][CH2:18][NH2:19].[BH4-].[Na+]. Product: [C:4]([O:3][C:1]([N:8]1[CH2:13][CH2:12][CH:11]([NH:19][CH2:18][CH2:17][O:16][CH3:15])[CH2:10][CH2:9]1)=[O:2])([CH3:7])([CH3:6])[CH3:5]. The catalyst class is: 5. (5) Reactant: [C:1]([C:5]1[C:9]([CH:10]=O)=[CH:8][N:7]([CH2:12][C:13]([NH:15][C:16]2[S:20][C:19]3[CH2:21][CH2:22][CH2:23][CH2:24][C:18]=3[C:17]=2[C:25]([NH2:27])=[O:26])=[O:14])[N:6]=1)([CH3:4])([CH3:3])[CH3:2].Cl.[CH3:29][NH:30][CH3:31].CN(C=O)C.C(O[BH-](OC(=O)C)OC(=O)C)(=O)C.[Na+]. Product: [C:1]([C:5]1[C:9]([CH2:10][N:30]([CH3:31])[CH3:29])=[CH:8][N:7]([CH2:12][C:13]([NH:15][C:16]2[S:20][C:19]3[CH2:21][CH2:22][CH2:23][CH2:24][C:18]=3[C:17]=2[C:25]([NH2:27])=[O:26])=[O:14])[N:6]=1)([CH3:3])([CH3:2])[CH3:4]. The catalyst class is: 15.